From a dataset of Forward reaction prediction with 1.9M reactions from USPTO patents (1976-2016). Predict the product of the given reaction. (1) Given the reactants C[O:2][C:3](=[O:24])[C:4]1[CH:9]=[CH:8][C:7]([O:10][CH2:11][C:12]2[C:13]([C:18]3[CH:23]=[CH:22][CH:21]=[CH:20][CH:19]=3)=[N:14][O:15][C:16]=2[CH3:17])=[N:6][CH:5]=1.[OH-].[Na+], predict the reaction product. The product is: [CH3:17][C:16]1[O:15][N:14]=[C:13]([C:18]2[CH:19]=[CH:20][CH:21]=[CH:22][CH:23]=2)[C:12]=1[CH2:11][O:10][C:7]1[CH:8]=[CH:9][C:4]([C:3]([OH:24])=[O:2])=[CH:5][N:6]=1. (2) Given the reactants C[O:2][C:3]1[C:9]2[CH:10]=[CH:11][CH:12]=[CH:13][C:8]=2[N:7]([C:14]([NH2:16])=[O:15])[C:6]2[CH:17]=[CH:18][CH:19]=[CH:20][C:5]=2[CH:4]=1.C(O)(=O)CC(CC(O)=O)(C(O)=O)O, predict the reaction product. The product is: [CH:19]1[CH:18]=[CH:17][C:6]2[N:7]([C:14]([NH2:16])=[O:15])[C:8]3[CH:13]=[CH:12][CH:11]=[CH:10][C:9]=3[C:3](=[O:2])[CH2:4][C:5]=2[CH:20]=1. (3) Given the reactants [CH3:1][C:2]1[O:6][N:5]=[C:4]([C:7]2[CH:12]=[CH:11][N:10]=[CH:9][N:8]=2)[C:3]=1[CH2:13][O:14][C:15]1[CH:23]=[CH:22][C:18]([C:19]([OH:21])=O)=[CH:17][N:16]=1.[CH2:24]([CH2:26][NH2:27])[OH:25], predict the reaction product. The product is: [OH:25][CH2:24][CH2:26][NH:27][C:19](=[O:21])[C:18]1[CH:22]=[CH:23][C:15]([O:14][CH2:13][C:3]2[C:4]([C:7]3[CH:12]=[CH:11][N:10]=[CH:9][N:8]=3)=[N:5][O:6][C:2]=2[CH3:1])=[N:16][CH:17]=1.